This data is from TCR-epitope binding with 47,182 pairs between 192 epitopes and 23,139 TCRs. The task is: Binary Classification. Given a T-cell receptor sequence (or CDR3 region) and an epitope sequence, predict whether binding occurs between them. (1) The epitope is KLVALGINAV. The TCR CDR3 sequence is CASSQRDLSSGNTIYF. Result: 0 (the TCR does not bind to the epitope). (2) The TCR CDR3 sequence is CASSQDRGSYNEQFF. The epitope is LPAADLDDF. Result: 1 (the TCR binds to the epitope). (3) The epitope is TAFTIPSI. The TCR CDR3 sequence is CASSTGSAPNEKLFF. Result: 0 (the TCR does not bind to the epitope).